This data is from Peptide-MHC class I binding affinity with 185,985 pairs from IEDB/IMGT. The task is: Regression. Given a peptide amino acid sequence and an MHC pseudo amino acid sequence, predict their binding affinity value. This is MHC class I binding data. (1) The peptide sequence is WIPEWDFI. The MHC is Mamu-B03 with pseudo-sequence Mamu-B03. The binding affinity (normalized) is 0. (2) The peptide sequence is MTYKAAVL. The MHC is HLA-A33:01 with pseudo-sequence HLA-A33:01. The binding affinity (normalized) is 0. (3) The peptide sequence is CVDHPFIYVI. The MHC is HLA-A02:02 with pseudo-sequence HLA-A02:02. The binding affinity (normalized) is 0.365. (4) The binding affinity (normalized) is 0.0847. The peptide sequence is GPRWPRRMP. The MHC is HLA-A31:01 with pseudo-sequence HLA-A31:01. (5) The binding affinity (normalized) is 0.0847. The peptide sequence is FTENGPWMY. The MHC is HLA-A02:06 with pseudo-sequence HLA-A02:06. (6) The peptide sequence is HRDGKPRYL. The MHC is HLA-A01:01 with pseudo-sequence HLA-A01:01. The binding affinity (normalized) is 0.0847.